From a dataset of Full USPTO retrosynthesis dataset with 1.9M reactions from patents (1976-2016). Predict the reactants needed to synthesize the given product. (1) Given the product [Cl:1][C:2]1[N:7]=[CH:6][C:5]([S:8]([NH2:12])(=[O:10])=[O:9])=[CH:4][CH:3]=1, predict the reactants needed to synthesize it. The reactants are: [Cl:1][C:2]1[N:7]=[CH:6][C:5]([S:8](Cl)(=[O:10])=[O:9])=[CH:4][CH:3]=1.[NH3:12]. (2) Given the product [Cl:6][C:1]1[C:2](=[O:3])[N:9]([CH2:7][CH3:8])[S:10](=[O:27])(=[O:26])[C:11]=1[C:16]1[CH:21]=[CH:20][C:19]([C:22]([F:23])([F:24])[F:25])=[CH:18][CH:17]=1, predict the reactants needed to synthesize it. The reactants are: [C:1]([Cl:6])(=O)[C:2](Cl)=[O:3].[CH2:7]([N:9]1C(=O)C(O)=[C:11]([C:16]2[CH:21]=[CH:20][C:19]([C:22]([F:25])([F:24])[F:23])=[CH:18][CH:17]=2)[S:10]1(=[O:27])=[O:26])[CH3:8].CN(C=O)C. (3) Given the product [C:1]([NH:4][CH2:5][CH2:6][CH2:7][S:8]([O:11][CH2:12][C:13]([CH3:35])([CH3:34])[C@@H:14]([OH:26])[C:15]([O:17][CH2:18][CH2:19][O:20][C:21](=[O:25])[CH:22]([CH3:23])[CH3:24])=[O:16])(=[O:10])=[O:9])(=[O:3])[CH3:2], predict the reactants needed to synthesize it. The reactants are: [C:1]([NH:4][CH2:5][CH2:6][CH2:7][S:8]([O:11][CH2:12][C:13]([CH3:35])([CH3:34])[C@@H:14]([O:26]CC1C=CC=CC=1)[C:15]([O:17][CH2:18][CH2:19][O:20][C:21](=[O:25])[CH:22]([CH3:24])[CH3:23])=[O:16])(=[O:10])=[O:9])(=[O:3])[CH3:2].Cl. (4) Given the product [CH3:9][N:10]1[CH:14]=[C:13]([NH:15][C:16]([O:18][C:19]([CH3:22])([CH3:21])[CH3:20])=[O:17])[CH:12]=[C:11]1[C:23]([Cl:1])=[O:25], predict the reactants needed to synthesize it. The reactants are: [Cl:1]C(N(C)C)=C(C)C.[CH3:9][N:10]1[CH:14]=[C:13]([NH:15][C:16]([O:18][C:19]([CH3:22])([CH3:21])[CH3:20])=[O:17])[CH:12]=[C:11]1[C:23]([OH:25])=O. (5) Given the product [CH:1]1[C:10]2[CH2:9][CH2:8][CH2:7][CH2:6][C:5]=2[CH:4]=[CH:3][C:2]=1[O:11][C:12]1[C:17]([CH3:18])=[CH:16][C:15]([NH2:19])=[C:14]([CH3:22])[CH:13]=1, predict the reactants needed to synthesize it. The reactants are: [CH:1]1[C:10]2[CH2:9][CH2:8][CH2:7][CH2:6][C:5]=2[CH:4]=[CH:3][C:2]=1[O:11][C:12]1[C:17]([CH3:18])=[CH:16][C:15]([N+:19]([O-])=O)=[C:14]([CH3:22])[CH:13]=1.O.O.[Sn](Cl)Cl.Cl.